This data is from Forward reaction prediction with 1.9M reactions from USPTO patents (1976-2016). The task is: Predict the product of the given reaction. Given the reactants [CH:1]1([NH:8][C:9]([NH2:11])=[S:10])[CH2:7][CH2:6][CH2:5][CH2:4][CH2:3][CH2:2]1.Br[C@@H:13]([CH3:17])[C:14](O)=[O:15], predict the reaction product. The product is: [CH:1]1([NH:8][C:9]2[S:10][C@@H:13]([CH3:17])[C:14](=[O:15])[N:11]=2)[CH2:7][CH2:6][CH2:5][CH2:4][CH2:3][CH2:2]1.